Predict the reaction yield, written as a fraction of the theoretical maximum amount of product (1.0 means a 100% yield; for example, 0.34 means a 34% yield). From a dataset of Reaction yield outcomes from USPTO patents with 853,638 reactions. (1) The reactants are [CH3:1][C:2]1[O:3][C:4]2[CH2:10][CH:9]([C:11](OCC)=[O:12])[CH2:8][CH2:7][C:5]=2[N:6]=1.[H-].[H-].[H-].[H-].[Li+].[Al+3].O.[OH-].[Na+]. The catalyst is C1COCC1. The product is [CH3:1][C:2]1[O:3][C:4]2[CH2:10][CH:9]([CH2:11][OH:12])[CH2:8][CH2:7][C:5]=2[N:6]=1. The yield is 0.960. (2) The reactants are [CH3:1][S:2]([CH2:5][C:6]1[CH:11]=[CH:10][CH:9]=[C:8]([N+:12]([O-])=O)[CH:7]=1)(=[O:4])=[O:3].[OH-].[Na+]. The catalyst is C(O)C. The product is [CH3:1][S:2]([CH2:5][C:6]1[CH:7]=[C:8]([CH:9]=[CH:10][CH:11]=1)[NH2:12])(=[O:3])=[O:4]. The yield is 0.550.